Dataset: Forward reaction prediction with 1.9M reactions from USPTO patents (1976-2016). Task: Predict the product of the given reaction. Given the reactants [Cl:1][C:2]1[CH:7]=[CH:6][C:5]([C@H:8]([C:19]2[CH:24]=[CH:23][C:22]([O:25][CH2:26][CH3:27])=[CH:21][CH:20]=2)[CH2:9][C:10]([C:12]2[CH:17]=[CH:16][N:15]=[C:14]([CH3:18])[CH:13]=2)=O)=[C:4]([CH3:28])[CH:3]=1.Cl.[NH2:30][OH:31].C(=O)([O-])O.[Na+], predict the reaction product. The product is: [Cl:1][C:2]1[CH:7]=[CH:6][C:5]([C@H:8]([C:19]2[CH:24]=[CH:23][C:22]([O:25][CH2:26][CH3:27])=[CH:21][CH:20]=2)[CH2:9][C:10]([C:12]2[CH:17]=[CH:16][N:15]=[C:14]([CH3:18])[CH:13]=2)=[N:30][OH:31])=[C:4]([CH3:28])[CH:3]=1.